The task is: Predict the reactants needed to synthesize the given product.. This data is from Retrosynthesis with 50K atom-mapped reactions and 10 reaction types from USPTO. Given the product COc1cc(C=C2SC(NCC3CNCCO3)=NC2=O)ccc1Oc1ccc(C#N)cc1C(F)(F)F, predict the reactants needed to synthesize it. The reactants are: COc1cc(C=C2SC(NCC3CN(C(=O)OC(C)(C)C)CCO3)=NC2=O)ccc1Oc1ccc(C#N)cc1C(F)(F)F.